This data is from Full USPTO retrosynthesis dataset with 1.9M reactions from patents (1976-2016). The task is: Predict the reactants needed to synthesize the given product. (1) The reactants are: [H-].[Al+3].[Li+].[H-].[H-].[H-].C(O[C:12](=O)[NH:13][CH:14]1[CH2:19][CH2:18][CH2:17][CH:16]([N:20]2[CH2:25][CH2:24][N:23]([CH3:26])[CH2:22][CH2:21]2)[CH2:15]1)(C)(C)C.[OH-].[Na+].O. Given the product [CH3:12][NH:13][CH:14]1[CH2:19][CH2:18][CH2:17][CH:16]([N:20]2[CH2:21][CH2:22][N:23]([CH3:26])[CH2:24][CH2:25]2)[CH2:15]1, predict the reactants needed to synthesize it. (2) The reactants are: [OH:1][C@H:2]1[CH2:6][N:5]([C:7](=[O:15])[C:8]2[CH:13]=[CH:12][CH:11]=[C:10]([OH:14])[CH:9]=2)[C@H:4]([C:16]([NH:18][CH2:19][C:20]2[CH:25]=[CH:24][C:23]([C:26]3[S:30][CH:29]=[N:28][C:27]=3[CH3:31])=[CH:22][CH:21]=2)=[O:17])[CH2:3]1.C(=O)([O-])[O-].[K+].[K+].Br[CH2:39][CH2:40][O:41][CH3:42]. Given the product [OH:1][C@H:2]1[CH2:6][N:5]([C:7](=[O:15])[C:8]2[CH:13]=[CH:12][CH:11]=[C:10]([O:14][CH2:39][CH2:40][O:41][CH3:42])[CH:9]=2)[C@H:4]([C:16]([NH:18][CH2:19][C:20]2[CH:25]=[CH:24][C:23]([C:26]3[S:30][CH:29]=[N:28][C:27]=3[CH3:31])=[CH:22][CH:21]=2)=[O:17])[CH2:3]1, predict the reactants needed to synthesize it. (3) Given the product [C:1]([O:5][C:6]([N:8]([CH2:32][C@H:33]([OH:40])[C:34]1[CH:35]=[N:36][CH:37]=[CH:38][CH:39]=1)[CH2:9][CH2:10][C:11]1[CH:16]=[CH:15][C:14]([C:17]2[CH:22]=[CH:21][C:20]([C:23]([OH:25])=[O:24])=[C:19]([O:27][CH2:28][CH:29]([CH3:30])[CH3:31])[CH:18]=2)=[CH:13][CH:12]=1)=[O:7])([CH3:3])([CH3:4])[CH3:2], predict the reactants needed to synthesize it. The reactants are: [C:1]([O:5][C:6]([N:8]([CH2:32][C@H:33]([OH:40])[C:34]1[CH:35]=[N:36][CH:37]=[CH:38][CH:39]=1)[CH2:9][CH2:10][C:11]1[CH:16]=[CH:15][C:14]([C:17]2[CH:22]=[CH:21][C:20]([C:23]([O:25]C)=[O:24])=[C:19]([O:27][CH2:28][CH:29]([CH3:31])[CH3:30])[CH:18]=2)=[CH:13][CH:12]=1)=[O:7])([CH3:4])([CH3:3])[CH3:2].[OH-].[Na+]. (4) Given the product [CH3:7][O:8][C:9]1[C:14]([CH3:15])=[C:13]([CH3:16])[C:12]([O:17][CH3:18])=[C:11]([CH3:19])[C:10]=1[CH2:20]/[CH:21]=[C:22](\[CH3:28])/[CH2:23][CH2:24][CH2:25][CH2:26][NH:27][C:31](=[O:32])[CH3:30], predict the reactants needed to synthesize it. The reactants are: [H-].[H-].[H-].[H-].[Li+].[Al+3].[CH3:7][O:8][C:9]1[C:14]([CH3:15])=[C:13]([CH3:16])[C:12]([O:17][CH3:18])=[C:11]([CH3:19])[C:10]=1[CH2:20]/[CH:21]=[C:22](\[CH3:28])/[CH2:23][CH2:24][CH2:25][C:26]#[N:27].C1C[O:32][CH2:31][CH2:30]1.